Task: Predict the product of the given reaction.. Dataset: Forward reaction prediction with 1.9M reactions from USPTO patents (1976-2016) (1) Given the reactants [CH:1]1([N:7]=[C:8]=[O:9])[CH2:6][CH2:5][CH2:4][CH2:3][CH2:2]1.O[C:11]1[CH:12]=[C:13]([C:17](=[O:24])[CH2:18][CH2:19][CH2:20][C:21]([OH:23])=[O:22])[CH:14]=[CH:15][CH:16]=1, predict the reaction product. The product is: [CH:1]1([NH:7][C:8]([C:15]2[CH:14]=[C:13]([C:17](=[O:24])[CH2:18][CH2:19][CH2:20][C:21]([OH:23])=[O:22])[CH:12]=[CH:11][CH:16]=2)=[O:9])[CH2:6][CH2:5][CH2:4][CH2:3][CH2:2]1. (2) Given the reactants [Br-].[C:2]1([PH+:8]([C:15]2[CH:20]=[CH:19][CH:18]=[CH:17][CH:16]=2)[C:9]2[CH:14]=[CH:13][CH:12]=[CH:11][CH:10]=2)[CH:7]=[CH:6][CH:5]=[CH:4][CH:3]=1.[Br:21][C:22]1[CH:23]=[C:24]2[C:28](=[CH:29][CH:30]=1)[NH:27][N:26]=[C:25]2[CH2:31]O, predict the reaction product. The product is: [Br-:21].[Br:21][C:22]1[CH:23]=[C:24]2[C:28](=[CH:29][CH:30]=1)[NH:27][N:26]=[C:25]2[CH2:31][P+:8]([C:2]1[CH:3]=[CH:4][CH:5]=[CH:6][CH:7]=1)([C:9]1[CH:14]=[CH:13][CH:12]=[CH:11][CH:10]=1)[C:15]1[CH:16]=[CH:17][CH:18]=[CH:19][CH:20]=1.